From a dataset of Full USPTO retrosynthesis dataset with 1.9M reactions from patents (1976-2016). Predict the reactants needed to synthesize the given product. The reactants are: [C:1]([C:5]1[CH:6]=[C:7]2[C:11](=[CH:12][CH:13]=1)[N:10]([CH:14]1[CH2:19][CH2:18][CH2:17][CH2:16][O:15]1)[N:9]=[CH:8]2)#[C:2][CH2:3][CH3:4].I[C:21]1[CH:26]=[CH:25][CH:24]=[CH:23][CH:22]=1.[Br:27][C:28]1[CH:33]=[CH:32][C:31](B(O)O)=[CH:30][CH:29]=1. Given the product [Br:27][C:28]1[CH:33]=[CH:32][C:31](/[C:1](/[C:5]2[CH:6]=[C:7]3[C:11](=[CH:12][CH:13]=2)[N:10]([CH:14]2[CH2:19][CH2:18][CH2:17][CH2:16][O:15]2)[N:9]=[CH:8]3)=[C:2](\[C:21]2[CH:26]=[CH:25][CH:24]=[CH:23][CH:22]=2)/[CH2:3][CH3:4])=[CH:30][CH:29]=1, predict the reactants needed to synthesize it.